This data is from NCI-60 drug combinations with 297,098 pairs across 59 cell lines. The task is: Regression. Given two drug SMILES strings and cell line genomic features, predict the synergy score measuring deviation from expected non-interaction effect. Drug 1: CC1=CC2C(CCC3(C2CCC3(C(=O)C)OC(=O)C)C)C4(C1=CC(=O)CC4)C. Drug 2: CC(C)NC(=O)C1=CC=C(C=C1)CNNC.Cl. Cell line: RXF 393. Synergy scores: CSS=-1.97, Synergy_ZIP=2.74, Synergy_Bliss=3.11, Synergy_Loewe=-0.639, Synergy_HSA=-1.22.